This data is from Reaction yield outcomes from USPTO patents with 853,638 reactions. The task is: Predict the reaction yield, written as a fraction of the theoretical maximum amount of product (1.0 means a 100% yield; for example, 0.34 means a 34% yield). (1) The catalyst is CN(C=O)C. The yield is 0.620. The reactants are [F:1][C:2]1[C:11]2[CH2:10][N:9]([C@H:12]([CH:16]([CH3:18])[CH3:17])[C:13]([OH:15])=O)[C:8](=[O:19])[C:7]3=[CH:20][NH:21][C:5]([C:6]=23)=[N:4][CH:3]=1.C1C=[C:26]2[N:28]=N[N:30](O)[C:25]2=[CH:24]C=1.O.CCN=C=NCCCN(C)C.Cl.Cl.NC(C)C#N.CN1CCOCC1. The product is [C:26]([CH:25]([NH:30][C:13](=[O:15])[C@H:12]([N:9]1[C:8](=[O:19])[C:7]2=[CH:20][NH:21][C:5]3[C:6]2=[C:11]([C:2]([F:1])=[CH:3][N:4]=3)[CH2:10]1)[CH:16]([CH3:18])[CH3:17])[CH3:24])#[N:28]. (2) The reactants are [CH2:1]([C:5]1[N:6]=[C:7]([CH3:27])[NH:8][C:9](=[O:26])[C:10]=1[CH2:11][C:12]1[CH:17]=[CH:16][C:15]([C:18]2[C:19]([C:24]#[N:25])=[CH:20][CH:21]=[CH:22][CH:23]=2)=[CH:14][CH:13]=1)[CH2:2][CH2:3][CH3:4].C(=O)([O-])[O-].[K+].[K+].Cl[CH2:35][N:36]1[C:40]2[CH:41]=[CH:42][CH:43]=[CH:44][C:39]=2[N:38]=[N:37]1.CN(C)C=O. The catalyst is C(OCC)(=O)C. The product is [N:36]1([CH2:35][N:8]2[C:9](=[O:26])[C:10]([CH2:11][C:12]3[CH:17]=[CH:16][C:15]([C:18]4[C:19]([C:24]#[N:25])=[CH:20][CH:21]=[CH:22][CH:23]=4)=[CH:14][CH:13]=3)=[C:5]([CH2:1][CH2:2][CH2:3][CH3:4])[N:6]=[C:7]2[CH3:27])[C:40]2[CH:41]=[CH:42][CH:43]=[CH:44][C:39]=2[N:38]=[N:37]1. The yield is 0.330. (3) The reactants are [N+:1]([C:4]1[CH:9]=[CH:8][C:7]([N:10]2[C:18]3[CH:17]=[CH:16][N+:15]([O-])=[CH:14][C:13]=3[N:12]=[CH:11]2)=[CH:6][CH:5]=1)([O-:3])=[O:2].C[Si]([C:24]#[N:25])(C)C.CN(C)C(Cl)=O. The catalyst is CN(C)C=O.O1CCOCC1. The product is [N+:1]([C:4]1[CH:9]=[CH:8][C:7]([N:10]2[C:18]3[CH:17]=[CH:16][N:15]=[C:14]([C:24]#[N:25])[C:13]=3[N:12]=[CH:11]2)=[CH:6][CH:5]=1)([O-:3])=[O:2]. The yield is 0.750. (4) The reactants are Br[C@H:2]1[C@H:11](O)[C:10]2[C:5](=[CH:6][CH:7]=[C:8]([Br:13])[CH:9]=2)[O:4][CH2:3]1.[OH-:14].[NH4+:15]. The catalyst is C(O)(C)C. The product is [NH2:15][C@@H:11]1[C:10]2[C:5](=[CH:6][CH:7]=[C:8]([Br:13])[CH:9]=2)[O:4][CH2:3][C@H:2]1[OH:14]. The yield is 0.892.